The task is: Predict the reaction yield, written as a fraction of the theoretical maximum amount of product (1.0 means a 100% yield; for example, 0.34 means a 34% yield).. This data is from Reaction yield outcomes from USPTO patents with 853,638 reactions. (1) The reactants are P([O:13][CH2:14][CH2:15][N:16]([CH2:21][CH2:22][CH2:23][O:24][C:25]1[CH:34]=[C:33]2[C:28]([C:29]([NH:35][C:36]3[CH:40]=[C:39]([CH2:41][C:42]([NH:44][C:45]4[CH:50]=[CH:49][CH:48]=[C:47]([F:51])[C:46]=4[F:52])=[O:43])[NH:38][N:37]=3)=[N:30][CH:31]=[N:32]2)=[CH:27][C:26]=1[O:53][CH3:54])[CH2:17][CH2:18][O:19][CH3:20])(OC(C)(C)C)(OC(C)(C)C)=O.COCCNCCO. No catalyst specified. The product is [F:52][C:46]1[C:47]([F:51])=[CH:48][CH:49]=[CH:50][C:45]=1[NH:44][C:42](=[O:43])[CH2:41][C:39]1[NH:38][N:37]=[C:36]([NH:35][C:29]2[C:28]3[C:33](=[CH:34][C:25]([O:24][CH2:23][CH2:22][CH2:21][N:16]([CH2:15][CH2:14][OH:13])[CH2:17][CH2:18][O:19][CH3:20])=[C:26]([O:53][CH3:54])[CH:27]=3)[N:32]=[CH:31][N:30]=2)[CH:40]=1. The yield is 0.710. (2) The reactants are [Si:1]([O:8][C:9]1[CH:14]=[CH:13][C:12]([CH2:15][CH2:16][C:17]([NH2:19])=[O:18])=[CH:11][CH:10]=1)([C:4]([CH3:7])([CH3:6])[CH3:5])([CH3:3])[CH3:2].[CH2:20]([SnH:24]([CH2:29][CH2:30][CH2:31][CH3:32])[CH2:25][CH2:26][CH2:27][CH3:28])[CH2:21][CH2:22][CH3:23].C(Cl)(Cl)(Cl)Cl. The catalyst is O1CCCC1. The product is [CH2:29]([Sn:24]([CH2:20][CH2:21][CH2:22][CH3:23])([CH2:25][CH2:26][CH2:27][CH3:28])/[C:16](=[CH:15]/[C:12]1[CH:11]=[CH:10][C:9]([O:8][Si:1]([C:4]([CH3:7])([CH3:6])[CH3:5])([CH3:3])[CH3:2])=[CH:14][CH:13]=1)/[C:17]([NH2:19])=[O:18])[CH2:30][CH2:31][CH3:32]. The yield is 0.650. (3) The reactants are Br[C:2]1[C:6]2[N:7]=[C:8]([Cl:17])[N:9]=[C:10]([N:11]3[CH2:16][CH2:15][O:14][CH2:13][CH2:12]3)[C:5]=2[S:4][CH:3]=1.[S:18]1[CH:22]=[CH:21][CH:20]=[C:19]1B(O)O. No catalyst specified. The product is [Cl:17][C:8]1[N:9]=[C:10]([N:11]2[CH2:16][CH2:15][O:14][CH2:13][CH2:12]2)[C:5]2[S:4][CH:3]=[C:2]([C:19]3[S:18][CH:22]=[CH:21][CH:20]=3)[C:6]=2[N:7]=1. The yield is 0.390. (4) The reactants are [CH3:1][O:2][C:3]1[C:8]2[N:9]=[C:10]([NH:12][C:13]([C:15]3[CH:38]=[CH:37][C:18]([CH2:19][N:20]([CH3:36])[CH2:21][CH2:22][O:23]C(=O)C4C=CC(OC)=C(OC)C=4)=[CH:17][CH:16]=3)=[O:14])[S:11][C:7]=2[C:6]([N:39]2[CH2:44][CH2:43][O:42][CH2:41][CH2:40]2)=[CH:5][CH:4]=1.C(O)C. The catalyst is [OH-].[Na+].O. The product is [OH:23][CH2:22][CH2:21][N:20]([CH2:19][C:18]1[CH:17]=[CH:16][C:15]([C:13]([NH:12][C:10]2[S:11][C:7]3[C:6]([N:39]4[CH2:44][CH2:43][O:42][CH2:41][CH2:40]4)=[CH:5][CH:4]=[C:3]([O:2][CH3:1])[C:8]=3[N:9]=2)=[O:14])=[CH:38][CH:37]=1)[CH3:36]. The yield is 0.480. (5) The reactants are [CH:1]1([CH2:4][O:5][NH:6][C:7]([C:9]2[C:17]([NH:18][C:19]3[CH:24]=[CH:23][C:22]([C:25]#[C:26][Si](C)(C)C)=[CH:21][C:20]=3[CH3:31])=[C:16]([F:32])[C:12]3[N:13]=[CH:14][NH:15][C:11]=3[CH:10]=2)=[O:8])[CH2:3][CH2:2]1.CCCC[N+](CCCC)(CCCC)CCCC.[F-]. The catalyst is O1CCCC1.O. The product is [CH:1]1([CH2:4][O:5][NH:6][C:7]([C:9]2[C:17]([NH:18][C:19]3[CH:24]=[CH:23][C:22]([C:25]#[CH:26])=[CH:21][C:20]=3[CH3:31])=[C:16]([F:32])[C:12]3[N:13]=[CH:14][NH:15][C:11]=3[CH:10]=2)=[O:8])[CH2:3][CH2:2]1. The yield is 0.650. (6) The reactants are [NH2:1][CH:2]([CH3:31])[CH2:3][NH:4][C:5]([C:7]1[N:8]=[N:9][C:10]([N:13]2[CH2:18][CH2:17][N:16]([C:19](=[O:30])[C:20]3[CH:25]=[CH:24][CH:23]=[CH:22][C:21]=3[C:26]([F:29])([F:28])[F:27])[CH2:15][CH2:14]2)=[CH:11][CH:12]=1)=O. The catalyst is O=P(Cl)(Cl)Cl. The product is [CH3:31][CH:2]1[CH2:3][NH:4][C:5]([C:7]2[N:8]=[N:9][C:10]([N:13]3[CH2:18][CH2:17][N:16]([C:19]([C:20]4[CH:25]=[CH:24][CH:23]=[CH:22][C:21]=4[C:26]([F:29])([F:28])[F:27])=[O:30])[CH2:15][CH2:14]3)=[CH:11][CH:12]=2)=[N:1]1. The yield is 0.550. (7) The reactants are C[O:2][C:3]1[CH:4]=[C:5]([CH2:9][CH2:10][NH2:11])[CH:6]=[CH:7][CH:8]=1.Br.C(N(CC)CC)C. The catalyst is C(O)(=O)C.C(Cl)Cl. The product is [NH2:11][CH2:10][CH2:9][C:5]1[CH:4]=[C:3]([OH:2])[CH:8]=[CH:7][CH:6]=1. The yield is 0.510.